From a dataset of Forward reaction prediction with 1.9M reactions from USPTO patents (1976-2016). Predict the product of the given reaction. (1) Given the reactants [CH3:1][N:2]([CH3:21])[C:3]([C:5]1[CH:13]=[CH:12][CH:11]=[C:10]2[C:6]=1[C:7]([C:18]([OH:20])=O)=[CH:8][N:9]2[CH2:14][CH2:15][O:16][CH3:17])=[O:4].Cl.[F:23][C:24]([F:43])([F:42])[C:25]([NH:27][CH2:28][C:29]1[CH:34]=[CH:33][C:32]([F:35])=[C:31]([CH:36]2[CH2:41][CH2:40][NH:39][CH2:38][CH2:37]2)[CH:30]=1)=[O:26], predict the reaction product. The product is: [CH3:21][N:2]([CH3:1])[C:3]([C:5]1[C:6]2[C:7]([C:18]([N:39]3[CH2:40][CH2:41][CH:36]([C:31]4[CH:30]=[C:29]([CH2:28][NH:27][C:25](=[O:26])[C:24]([F:42])([F:43])[F:23])[CH:34]=[CH:33][C:32]=4[F:35])[CH2:37][CH2:38]3)=[O:20])=[CH:8][N:9]([CH2:14][CH2:15][O:16][CH3:17])[C:10]=2[CH:11]=[CH:12][CH:13]=1)=[O:4]. (2) Given the reactants [ClH:1].C(OC([N:9]1[CH2:14][CH2:13][CH:12]([CH2:15][CH:16]([CH2:31][N:32]([CH3:34])[CH3:33])[CH2:17][CH:18]2[CH2:23][CH2:22][N:21](C(OC(C)(C)C)=O)[CH2:20][CH2:19]2)[CH2:11][CH2:10]1)=O)(C)(C)C, predict the reaction product. The product is: [ClH:1].[ClH:1].[ClH:1].[NH:9]1[CH2:14][CH2:13][CH:12]([CH2:15][CH:16]([CH2:31][N:32]([CH3:34])[CH3:33])[CH2:17][CH:18]2[CH2:19][CH2:20][NH:21][CH2:22][CH2:23]2)[CH2:11][CH2:10]1. (3) Given the reactants [Br:1][C:2]1[CH:7]=[CH:6][C:5]([CH:8]([OH:10])[CH3:9])=[C:4]([F:11])[CH:3]=1.[C:12]1(P([C:12]2[CH:17]=[CH:16][CH:15]=[CH:14][CH:13]=2)[C:12]2[CH:17]=[CH:16][CH:15]=[CH:14][CH:13]=2)[CH:17]=[CH:16][CH:15]=[CH:14][CH:13]=1.C1(O)C=CC=CC=1.N(C(OC(C)C)=O)=NC(OC(C)C)=O, predict the reaction product. The product is: [Br:1][C:2]1[CH:7]=[CH:6][C:5]([CH:8]([O:10][C:12]2[CH:17]=[CH:16][CH:15]=[CH:14][CH:13]=2)[CH3:9])=[C:4]([F:11])[CH:3]=1. (4) Given the reactants [CH3:1][C:2]([O:4][Na])=[O:3].[CH3:6][O:7][C:8]1[CH:13]=[CH:12][C:11]([O:14][CH3:15])=[CH:10][C:9]=1C(=O)C.OO.C([O-])([O-])=O.[K+].[K+], predict the reaction product. The product is: [C:2]([O:4][C:12]1[CH:13]=[C:8]([O:7][CH3:6])[CH:9]=[CH:10][C:11]=1[O:14][CH3:15])(=[O:3])[CH3:1]. (5) Given the reactants [CH2:1]([NH+:3]([CH2:6][CH3:7])[CH2:4][CH3:5])[CH3:2].[N:8]([C:11]1[N:12]([C:35]2[N:36]=[CH:37][N:38]=[C:39]([NH2:42])[C:40]=2[N:41]=1)[C@@H:13]1[O:34][C@H:18]([CH2:19][O:20][S:21](=[O:33])(=[O:32])[NH:22][C:23](=[O:31])[C:24]2[CH:29]=[CH:28][CH:27]=[CH:26][C:25]=2[OH:30])[C@@H:16]([OH:17])[C@H:14]1[OH:15])=[N+]=[N-], predict the reaction product. The product is: [CH2:1]([NH+:3]([CH2:6][CH3:7])[CH2:4][CH3:5])[CH3:2].[NH2:8][C:11]1[N:12]([C:35]2[N:36]=[CH:37][N:38]=[C:39]([NH2:42])[C:40]=2[N:41]=1)[C@@H:13]1[O:34][C@H:18]([CH2:19][O:20][S:21](=[O:33])(=[O:32])[NH:22][C:23](=[O:31])[C:24]2[CH:29]=[CH:28][CH:27]=[CH:26][C:25]=2[OH:30])[C@@H:16]([OH:17])[C@H:14]1[OH:15]. (6) Given the reactants [BH4-].[Na+].[H][H].[Si:5]([O:12][CH:13]([C:27]1[CH:32]=[C:31]([N+:33]([O-])=O)[CH:30]=[CH:29][C:28]=1[CH3:36])[CH:14]([CH2:23][N+:24]([O-])=O)[CH2:15][C:16]([O:18][C:19]([CH3:22])([CH3:21])[CH3:20])=[O:17])([C:8]([CH3:11])([CH3:10])[CH3:9])([CH3:7])[CH3:6], predict the reaction product. The product is: [NH2:24][CH2:23][CH:14]([CH:13]([C:27]1[CH:32]=[C:31]([NH2:33])[CH:30]=[CH:29][C:28]=1[CH3:36])[O:12][Si:5]([C:8]([CH3:11])([CH3:10])[CH3:9])([CH3:7])[CH3:6])[CH2:15][C:16]([O:18][C:19]([CH3:22])([CH3:20])[CH3:21])=[O:17]. (7) Given the reactants [H-].[Na+].[Cl:3][C:4]1[NH:5][C:6]2[C:11]([C:12]=1[CH:13]=[O:14])=[CH:10][CH:9]=[CH:8][CH:7]=2.I[CH3:16], predict the reaction product. The product is: [Cl:3][C:4]1[N:5]([CH3:16])[C:6]2[C:11]([C:12]=1[CH:13]=[O:14])=[CH:10][CH:9]=[CH:8][CH:7]=2. (8) Given the reactants [N:1]1([C:7](Cl)=[O:8])[CH2:6][CH2:5][CH2:4][CH2:3][CH2:2]1.[CH3:10][C@:11]12[C:19]([CH3:21])([CH3:20])[C@H:15]([NH:16][CH2:17][CH2:18]1)[CH2:14][C:13]1[C:22]([OH:26])=[CH:23][CH:24]=[CH:25][C:12]2=1.C(N(CC)CC)C.O, predict the reaction product. The product is: [OH:26][C:22]1[C:13]2[CH2:14][C@@H:15]3[C:19]([CH3:20])([CH3:21])[C@:11]([CH3:10])([C:12]=2[CH:25]=[CH:24][CH:23]=1)[CH2:18][CH2:17][N:16]3[C:7]([N:1]1[CH2:6][CH2:5][CH2:4][CH2:3][CH2:2]1)=[O:8]. (9) Given the reactants [Br:1][C:2]1[CH:8]=[CH:7][C:5]([NH2:6])=[CH:4][C:3]=1[Cl:9].C(=O)([O-])[O-].[Na+].[Na+].Br[CH2:17][C:18]([O:20][CH2:21][CH3:22])=[O:19], predict the reaction product. The product is: [CH2:21]([O:20][C:18](=[O:19])[CH2:17][NH:6][C:5]1[CH:7]=[CH:8][C:2]([Br:1])=[C:3]([Cl:9])[CH:4]=1)[CH3:22].